Dataset: Catalyst prediction with 721,799 reactions and 888 catalyst types from USPTO. Task: Predict which catalyst facilitates the given reaction. (1) Reactant: [CH2:1]([O:5][C:6]1[CH:15]=[CH:14][C:9]([C:10]([O:12]C)=[O:11])=[C:8]([F:16])[CH:7]=1)[C:2]#[C:3][CH3:4].O.[OH-].[Li+].[Li+].[OH-]. Product: [CH2:1]([O:5][C:6]1[CH:15]=[CH:14][C:9]([C:10]([OH:12])=[O:11])=[C:8]([F:16])[CH:7]=1)[C:2]#[C:3][CH3:4]. The catalyst class is: 36. (2) Reactant: [NH:1]1[C:9]2[C:4](=[CH:5][CH:6]=[CH:7][C:8]=2[C:10]([C:16]2[CH:21]=[CH:20][CH:19]=[CH:18][CH:17]=2)=[CH:11][C:12]([NH:14][CH3:15])=[O:13])[CH:3]=[CH:2]1. The catalyst class is: 50. Product: [NH:1]1[C:9]2[C:4](=[CH:5][CH:6]=[CH:7][C:8]=2[CH:10]([C:16]2[CH:21]=[CH:20][CH:19]=[CH:18][CH:17]=2)[CH2:11][C:12]([NH:14][CH3:15])=[O:13])[CH:3]=[CH:2]1. (3) Reactant: [CH2:1]([N:5]1[C:13]([N:14]2[CH2:19][CH2:18][NH:17][C@H:16]([CH3:20])[CH2:15]2)=[N:12][C:11]2[C:6]1=[N:7][C:8]([C:27]1[CH:28]=[N:29][C:30]([NH2:33])=[N:31][CH:32]=1)=[N:9][C:10]=2[N:21]1[CH2:26][CH2:25][O:24][CH2:23][CH2:22]1)[CH:2]([CH3:4])[CH3:3].[O:34]1CCC[CH2:35]1.CN(CCS(O)(=O)=O)C.[OH-].[Na+]. Product: [NH2:33][C:30]1[N:31]=[CH:32][C:27]([C:8]2[N:7]=[C:6]3[C:11]([N:12]=[C:13]([N:14]4[CH2:19][CH2:18][N:17]([CH:35]=[O:34])[C@H:16]([CH3:20])[CH2:15]4)[N:5]3[CH2:1][CH:2]([CH3:4])[CH3:3])=[C:10]([N:21]3[CH2:26][CH2:25][O:24][CH2:23][CH2:22]3)[N:9]=2)=[CH:28][N:29]=1. The catalyst class is: 2.